From a dataset of TCR-epitope binding with 47,182 pairs between 192 epitopes and 23,139 TCRs. Binary Classification. Given a T-cell receptor sequence (or CDR3 region) and an epitope sequence, predict whether binding occurs between them. The epitope is QECVRGTTVL. The TCR CDR3 sequence is CASSVTGTGKWEQYF. Result: 0 (the TCR does not bind to the epitope).